This data is from Full USPTO retrosynthesis dataset with 1.9M reactions from patents (1976-2016). The task is: Predict the reactants needed to synthesize the given product. (1) Given the product [F:2][C:3]1[CH:4]=[CH:5][C:6]([CH2:7][N:8]([CH2:9][C:10]2[CH:15]=[CH:14][C:13]([F:16])=[CH:12][CH:11]=2)[C:21](=[O:22])[CH3:23])=[CH:17][CH:18]=1, predict the reactants needed to synthesize it. The reactants are: Cl.[F:2][C:3]1[CH:18]=[CH:17][C:6]([CH2:7][NH:8][CH2:9][C:10]2[CH:15]=[CH:14][C:13]([F:16])=[CH:12][CH:11]=2)=[CH:5][CH:4]=1.[OH-].[Na+].[C:21](Cl)([CH3:23])=[O:22]. (2) Given the product [NH2:40][C:2]1[C:3]2[C:10]([I:11])=[CH:9][N:8]([C@@H:12]3[O:27][C@H:26]([CH2:28][O:29][CH2:30][C:31]4[CH:36]=[CH:35][C:34]([Cl:37])=[CH:33][C:32]=4[Cl:38])[C@@H:15]([O:16][CH2:17][C:18]4[CH:23]=[CH:22][C:21]([Cl:24])=[CH:20][C:19]=4[Cl:25])[C@@:13]3([CH3:39])[OH:14])[C:4]=2[N:5]=[CH:6][N:7]=1, predict the reactants needed to synthesize it. The reactants are: Cl[C:2]1[C:3]2[C:10]([I:11])=[CH:9][N:8]([C@@H:12]3[O:27][C@H:26]([CH2:28][O:29][CH2:30][C:31]4[CH:36]=[CH:35][C:34]([Cl:37])=[CH:33][C:32]=4[Cl:38])[C@@H:15]([O:16][CH2:17][C:18]4[CH:23]=[CH:22][C:21]([Cl:24])=[CH:20][C:19]=4[Cl:25])[C@@:13]3([CH3:39])[OH:14])[C:4]=2[N:5]=[CH:6][N:7]=1.[NH4+:40].[OH-]. (3) Given the product [F:34][C:33]([F:36])([F:35])[S:30]([O:9][C:10]1[CH2:11][CH2:12][N:13]([C:16]([O:18][C:19]([CH3:22])([CH3:21])[CH3:20])=[O:17])[CH2:14][CH:15]=1)(=[O:32])=[O:31], predict the reactants needed to synthesize it. The reactants are: C([N-]C(C)C)(C)C.[Li+].[O:9]=[C:10]1[CH2:15][CH2:14][N:13]([C:16]([O:18][C:19]([CH3:22])([CH3:21])[CH3:20])=[O:17])[CH2:12][CH2:11]1.C1C=CC(N([S:30]([C:33]([F:36])([F:35])[F:34])(=[O:32])=[O:31])[S:30]([C:33]([F:36])([F:35])[F:34])(=[O:32])=[O:31])=CC=1. (4) Given the product [CH3:36][C:35]1[O:44][C:43]2[CH2:42][N:41]([C:45]([O:47][C:48]([CH3:51])([CH3:50])[CH3:49])=[O:46])[CH2:40][C:39]=2[N:38]=1, predict the reactants needed to synthesize it. The reactants are: ClC(Cl)(Cl)C(Cl)(Cl)Cl.C1(P(C2C=CC=CC=2)C2C=CC=CC=2)C=CC=CC=1.C(N(CC)CC)C.[C:35]([NH:38][CH:39]1[C:43](=[O:44])[CH2:42][N:41]([C:45]([O:47][C:48]([CH3:51])([CH3:50])[CH3:49])=[O:46])[CH2:40]1)(=O)[CH3:36].C([O-])(O)=O.[Na+]. (5) Given the product [CH3:5][O:6][C:7]([C:9]1[C:17]2[N:16]([C:18]3[CH:23]=[CH:22][CH:21]=[CH:20][CH:19]=3)[C:15]([C@@H:24]([NH:26][C:29]3[N:37]=[CH:36][N:35]=[C:34]4[C:30]=3[N:31]=[CH:32][N:33]4[CH:38]3[CH2:43][CH2:42][CH2:41][CH2:40][O:39]3)[CH3:25])=[N:14][C:13]=2[CH:12]=[CH:11][C:10]=1[F:27])=[O:8], predict the reactants needed to synthesize it. The reactants are: Cl.Cl.Cl.Cl.[CH3:5][O:6][C:7]([C:9]1[C:17]2[N:16]([C:18]3[CH:23]=[CH:22][CH:21]=[CH:20][CH:19]=3)[C:15]([C@@H:24]([NH2:26])[CH3:25])=[N:14][C:13]=2[CH:12]=[CH:11][C:10]=1[F:27])=[O:8].Cl[C:29]1[N:37]=[CH:36][N:35]=[C:34]2[C:30]=1[N:31]=[CH:32][N:33]2[CH:38]1[CH2:43][CH2:42][CH2:41][CH2:40][O:39]1.CCN(C(C)C)C(C)C. (6) Given the product [ClH:2].[ClH:1].[CH2:17]([NH:16][C:5]1[C:4]([CH2:3][C:25]2[C:26]3[C:31](=[CH:30][C:29]([O:32][CH3:33])=[C:28]([O:34][CH3:35])[CH:27]=3)[C:22]([CH:19]([CH3:20])[CH3:21])=[N:23][C:24]=2[OH:36])=[CH:13][C:12]2[C:7](=[CH:8][CH:9]=[C:10]([O:14][CH3:15])[CH:11]=2)[N:6]=1)[CH3:18], predict the reactants needed to synthesize it. The reactants are: [ClH:1].[Cl:2][CH2:3][C:4]1[C:5]([NH:16][CH2:17][CH3:18])=[N:6][C:7]2[C:12]([CH:13]=1)=[CH:11][C:10]([O:14][CH3:15])=[CH:9][CH:8]=2.[CH:19]([C:22]1[C:31]2[C:26](=[CH:27][C:28]([O:34][CH3:35])=[C:29]([O:32][CH3:33])[CH:30]=2)[CH:25]=[C:24]([OH:36])[N:23]=1)([CH3:21])[CH3:20].[Li+].[OH-]. (7) Given the product [CH:1]1([NH:4][C:5](=[O:23])[C:6]2[CH:11]=[CH:10][C:9]([CH3:12])=[C:8]([NH:13][C:14](=[O:22])[C:15]3[CH:16]=[CH:17][C:18]([O:21][CH2:37][C:34]4[CH:33]=[CH:32][C:31]([O:30][CH2:29][CH:25]5[O:26][CH2:27][CH2:28][O:24]5)=[CH:36][N:35]=4)=[CH:19][CH:20]=3)[CH:7]=2)[CH2:2][CH2:3]1, predict the reactants needed to synthesize it. The reactants are: [CH:1]1([NH:4][C:5](=[O:23])[C:6]2[CH:11]=[CH:10][C:9]([CH3:12])=[C:8]([NH:13][C:14](=[O:22])[C:15]3[CH:20]=[CH:19][C:18]([OH:21])=[CH:17][CH:16]=3)[CH:7]=2)[CH2:3][CH2:2]1.[O:24]1[CH2:28][CH2:27][O:26][CH:25]1[CH2:29][O:30][C:31]1[CH:32]=[CH:33][C:34]([CH2:37]O)=[N:35][CH:36]=1.C1(P(C2C=CC=CC=2)C2C=CC=CC=2)C=CC=CC=1.N(C(OC(C)(C)C)=O)=NC(OC(C)(C)C)=O. (8) Given the product [CH3:26][O:27][C:28]([CH:30]1[CH2:35][CH2:34][N:33]([CH:38]([C:14]2[CH:13]=[CH:12][C:11]3[C:16](=[CH:17][CH:18]=[C:9]([O:8][C@H:5]4[CH2:6][CH2:7][C@@H:2]([CH3:1])[CH2:3][CH2:4]4)[C:10]=3[C:22]([F:23])([F:25])[F:24])[CH:15]=2)[C:37]([OH:41])=[O:40])[CH2:32][CH2:31]1)=[O:29], predict the reactants needed to synthesize it. The reactants are: [CH3:1][C@@H:2]1[CH2:7][CH2:6][C@H:5]([O:8][C:9]2[C:10]([C:22]([F:25])([F:24])[F:23])=[C:11]3[C:16](=[CH:17][CH:18]=2)[CH:15]=[C:14](B(O)O)[CH:13]=[CH:12]3)[CH2:4][CH2:3]1.[CH3:26][O:27][C:28]([CH:30]1[CH2:35][CH2:34][NH:33][CH2:32][CH2:31]1)=[O:29].O.[C:37]([OH:41])(=[O:40])[CH:38]=O. (9) Given the product [O:19]=[C:18]1[NH:24][CH2:23][CH:15]([C:12]2[N:13]=[CH:14][C:9]([NH:8][C:6](=[O:7])[O:5][C:1]([CH3:4])([CH3:3])[CH3:2])=[N:10][CH:11]=2)[CH2:16][CH2:17]1, predict the reactants needed to synthesize it. The reactants are: [C:1]([O:5][C:6]([NH:8][C:9]1[N:10]=[CH:11][C:12]([CH:15]([C:23]#[N:24])[CH2:16][CH2:17][C:18](OCC)=[O:19])=[N:13][CH:14]=1)=[O:7])([CH3:4])([CH3:3])[CH3:2]. (10) Given the product [CH3:27][C:23]1[N:22]2[N:28]=[N:29][N:30]=[C:21]2[C:20]2[N:19]=[C:18]([CH2:31][CH2:32][CH3:33])[N:17]([CH2:16][CH2:15][CH2:14][S:11]([C:8]3[CH:9]=[CH:10][C:5]([C:4]([OH:34])=[O:3])=[CH:6][CH:7]=3)(=[O:12])=[O:13])[C:25]=2[C:24]=1[CH3:26], predict the reactants needed to synthesize it. The reactants are: C([O:3][C:4](=[O:34])[C:5]1[CH:10]=[CH:9][C:8]([S:11]([CH2:14][CH2:15][CH2:16][N:17]2[C:25]3[C:24]([CH3:26])=[C:23]([CH3:27])[N:22]4[N:28]=[N:29][N:30]=[C:21]4[C:20]=3[N:19]=[C:18]2[CH2:31][CH2:32][CH3:33])(=[O:13])=[O:12])=[CH:7][CH:6]=1)C.[OH-].[Na+].